Dataset: Full USPTO retrosynthesis dataset with 1.9M reactions from patents (1976-2016). Task: Predict the reactants needed to synthesize the given product. (1) Given the product [CH3:5][N:6]([C:8]([NH:10][C:11]([NH2:13])=[NH:12])=[NH:9])[CH3:7].[C:1]([O-:4])(=[O:3])[CH3:2], predict the reactants needed to synthesize it. The reactants are: [C:1]([OH:4])(=[O:3])[CH3:2].[CH3:5][N:6]([C:8]([NH:10][C:11]([NH2:13])=[NH:12])=[NH:9])[CH3:7]. (2) Given the product [CH:8]1([CH2:11][CH2:12][O:13][C:14]2[N:22]=[C:21]3[C:17]([N:18]=[C:19]([O:23][CH3:24])[N:20]3[CH2:33][CH2:34][CH:35]3[CH2:39][CH2:38][O:37][CH2:36]3)=[C:16]([NH2:25])[N:15]=2)[CH2:10][CH2:9]1, predict the reactants needed to synthesize it. The reactants are: FC(F)(F)C(O)=O.[CH:8]1([CH2:11][CH2:12][O:13][C:14]2[NH:15][C:16]([NH2:25])=[C:17]3[C:21]([N:22]=2)=[N:20][C:19]([O:23][CH3:24])=[N:18]3)[CH2:10][CH2:9]1.C(=O)([O-])[O-].[K+].[K+].Br[CH2:33][CH2:34][CH:35]1[CH2:39][CH2:38][O:37][CH2:36]1. (3) Given the product [CH3:1][O:2][CH2:3][C@@H:4]1[CH2:8][CH2:7][CH2:6][N:5]1[C:10]1[C:11]([C:24]2[CH:29]=[CH:28][CH:27]=[CH:26][CH:25]=2)=[N:12][C:13]2[C:18]([N:19]=1)=[CH:17][C:16]([C:20]([O:22][CH3:23])=[O:21])=[CH:15][CH:14]=2, predict the reactants needed to synthesize it. The reactants are: [CH3:1][O:2][CH2:3][C@@H:4]1[CH2:8][CH2:7][CH2:6][NH:5]1.Cl[C:10]1[C:11]([C:24]2[CH:29]=[CH:28][CH:27]=[CH:26][CH:25]=2)=[N:12][C:13]2[C:18]([N:19]=1)=[CH:17][C:16]([C:20]([O:22][CH3:23])=[O:21])=[CH:15][CH:14]=2.C(=O)([O-])[O-].[K+].[K+]. (4) Given the product [F:1][C:2]1[CH:3]=[C:4]([CH:45]=[CH:46][CH:47]=1)[CH2:5][N:6]1[CH:10]=[C:9]([C:11]2[C:19]3[C:14](=[N:15][CH:16]=[C:17]([C:20]4[CH:25]=[CH:24][CH:23]=[C:22]([N:26]5[CH2:31][CH2:30][N:29]([CH:32]([CH3:34])[CH3:33])[CH2:28][CH2:27]5)[CH:21]=4)[CH:18]=3)[NH:13][CH:12]=2)[CH:8]=[N:7]1, predict the reactants needed to synthesize it. The reactants are: [F:1][C:2]1[CH:3]=[C:4]([CH:45]=[CH:46][CH:47]=1)[CH2:5][N:6]1[CH:10]=[C:9]([C:11]2[C:19]3[C:14](=[N:15][CH:16]=[C:17]([C:20]4[CH:25]=[CH:24][CH:23]=[C:22]([N:26]5[CH2:31][CH2:30][N:29]([CH:32]([CH3:34])[CH3:33])[CH2:28][CH2:27]5)[CH:21]=4)[CH:18]=3)[N:13](S(C3C=CC(C)=CC=3)(=O)=O)[CH:12]=2)[CH:8]=[N:7]1.[OH-].[Li+]. (5) Given the product [NH2:20][C:7]1[N:6]=[C:5]([C:3]([OH:4])=[O:2])[CH:10]=[CH:9][C:8]=1[NH:11][CH2:12][C:13]1[CH:18]=[CH:17][CH:16]=[C:15]([Br:19])[CH:14]=1, predict the reactants needed to synthesize it. The reactants are: C[O:2][C:3]([C:5]1[CH:10]=[CH:9][C:8]([NH:11][CH2:12][C:13]2[CH:18]=[CH:17][CH:16]=[C:15]([Br:19])[CH:14]=2)=[C:7]([NH2:20])[N:6]=1)=[O:4].[OH-].[Na+].C1COCC1.Cl. (6) Given the product [CH3:31][O:30][C:29]1[C:3](=[O:2])[C:4]([CH3:36])=[C:5]([CH2:6][C:7]2[CH:20]=[CH:19][C:10]([C:11]([N:13]3[CH2:18][CH2:17][CH2:16][CH2:15][CH2:14]3)=[O:12])=[C:9]([C:21]3[CH:22]=[N:23][CH:24]=[CH:25][CH:26]=3)[CH:8]=2)[C:27](=[O:34])[C:28]=1[O:32][CH3:33], predict the reactants needed to synthesize it. The reactants are: C[O:2][C:3]1[C:4]([CH3:36])=[C:5]([C:27]([O:34]C)=[C:28]([O:32][CH3:33])[C:29]=1[O:30][CH3:31])[CH2:6][C:7]1[CH:20]=[CH:19][C:10]([C:11]([N:13]2[CH2:18][CH2:17][CH2:16][CH2:15][CH2:14]2)=[O:12])=[C:9]([C:21]2[CH:22]=[N:23][CH:24]=[CH:25][CH:26]=2)[CH:8]=1.O=[N+]([O-])[O-].[O-][N+](=O)[O-].[O-][N+](=O)[O-].[O-][N+](=O)[O-].[O-][N+](=O)[O-].[O-][N+](=O)[O-].[Ce+4].[NH4+].[NH4+].